Dataset: Full USPTO retrosynthesis dataset with 1.9M reactions from patents (1976-2016). Task: Predict the reactants needed to synthesize the given product. (1) Given the product [CH3:1][O:2][C:3]1[CH:8]=[CH:7][C:6]([CH:9]=[CH:10][C:11]2[N:12]=[C:13]([C:25]#[N:26])[CH:14]=[CH:15][CH:16]=2)=[CH:5][CH:4]=1, predict the reactants needed to synthesize it. The reactants are: [CH3:1][O:2][C:3]1[CH:8]=[CH:7][C:6]([CH:9]=[CH:10][C:11]2[CH:16]=[CH:15][CH:14]=[CH:13][N+:12]=2[O-])=[CH:5][CH:4]=1.COS(OC)(=O)=O.[C-:25]#[N:26].[Na+]. (2) Given the product [NH2:8][C:9]1[CH:17]=[C:16]2[C:12]([CH:13]=[C:14]([C:18]([O:20][CH2:21][CH3:22])=[O:19])[NH:15]2)=[CH:11][C:10]=1[O:23][CH3:24], predict the reactants needed to synthesize it. The reactants are: CC(C)=O.Cl.C([NH:8][C:9]1[CH:17]=[C:16]2[C:12]([CH:13]=[C:14]([C:18]([O:20][CH2:21][CH3:22])=[O:19])[NH:15]2)=[CH:11][C:10]=1[O:23][CH3:24])=O. (3) Given the product [OH:1][C:2]([CH3:49])([CH3:48])[CH2:3][O:4][N:5]1[C:10]([CH3:12])([CH3:11])[CH2:9][CH:8]([CH2:13][CH2:14][CH2:15][CH2:16][NH:17][C:18]2[N:23]=[C:22]([NH:24][CH2:25][CH2:26][CH2:27][CH2:28][CH:29]3[CH2:34][C:33]([CH3:36])([CH3:35])[N:32]([O:37][CH2:38][C:39]([CH3:42])([OH:41])[CH3:40])[C:31]([CH3:44])([CH3:43])[CH2:30]3)[N:21]=[C:20]([NH:53][CH2:52][CH2:50][OH:51])[N:19]=2)[CH2:7][C:6]1([CH3:47])[CH3:46], predict the reactants needed to synthesize it. The reactants are: [OH:1][C:2]([CH3:49])([CH3:48])[CH2:3][O:4][N:5]1[C:10]([CH3:12])([CH3:11])[CH2:9][CH:8]([CH2:13][CH2:14][CH2:15][CH2:16][NH:17][C:18]2[N:23]=[C:22]([NH:24][CH2:25][CH2:26][CH2:27][CH2:28][CH:29]3[CH2:34][C:33]([CH3:36])([CH3:35])[N:32]([O:37][CH2:38][C:39]([CH3:42])([OH:41])[CH3:40])[C:31]([CH3:44])([CH3:43])[CH2:30]3)[N:21]=[C:20](Cl)[N:19]=2)[CH2:7][C:6]1([CH3:47])[CH3:46].[CH2:50]([CH2:52][NH2:53])[OH:51].[OH-].[Na+].